From a dataset of Forward reaction prediction with 1.9M reactions from USPTO patents (1976-2016). Predict the product of the given reaction. (1) Given the reactants Cl.O.[NH:3]1[CH2:8][CH2:7][C:6](=[O:9])[CH2:5][CH2:4]1.C(=O)([O-])[O-].[K+].[K+].[CH2:16](Br)[C:17]1[CH:22]=[CH:21][CH:20]=[CH:19][CH:18]=1, predict the reaction product. The product is: [CH2:16]([N:3]1[CH2:8][CH2:7][C:6](=[O:9])[CH2:5][CH2:4]1)[C:17]1[CH:22]=[CH:21][CH:20]=[CH:19][CH:18]=1. (2) Given the reactants CN(C)C1C=CC=CC=1.[CH3:10][S:11][C:12]1[NH:17][C:16](=O)[N:15]2[N:19]=[CH:20][CH:21]=[C:14]2[N:13]=1.CCOC1C=CC(N)=CC=1.O=P(Cl)(Cl)[Cl:34], predict the reaction product. The product is: [Cl:34][C:16]1[N:15]2[N:19]=[CH:20][CH:21]=[C:14]2[N:13]=[C:12]([S:11][CH3:10])[N:17]=1. (3) Given the reactants [C:1]1([S:7]([C:10]2[C:15](=[NH:16])[N:14]3[CH:17]=[CH:18][CH:19]=[CH:20][C:13]3=[N:12][C:11]=2SC)(=[O:9])=[O:8])[CH:6]=[CH:5][CH:4]=[CH:3][CH:2]=1.[CH3:23][OH:24].O, predict the reaction product. The product is: [C:1]1([S:7]([C:10]2[C:15](=[NH:16])[N:14]3[CH:17]=[CH:18][CH:19]=[CH:20][C:13]3=[N:12][C:11]=2[O:24][CH3:23])(=[O:9])=[O:8])[CH:6]=[CH:5][CH:4]=[CH:3][CH:2]=1. (4) Given the reactants I[C:2]1[CH:7]=[CH:6][C:5]([C:8]([N:10]2[CH2:15][CH2:14][N:13]([C:16]3[C:21]([CH3:22])=[CH:20][C:19]([CH3:23])=[C:18]([CH3:24])[N:17]=3)[CH2:12][CH2:11]2)=[O:9])=[CH:4][CH:3]=1.[C:25]([N:28]1[CH2:32][CH2:31][NH:30][C:29]1=[O:33])(=[O:27])[CH3:26], predict the reaction product. The product is: [C:25]([N:28]1[CH2:32][CH2:31][N:30]([C:2]2[CH:7]=[CH:6][C:5]([C:8]([N:10]3[CH2:15][CH2:14][N:13]([C:16]4[C:21]([CH3:22])=[CH:20][C:19]([CH3:23])=[C:18]([CH3:24])[N:17]=4)[CH2:12][CH2:11]3)=[O:9])=[CH:4][CH:3]=2)[C:29]1=[O:33])(=[O:27])[CH3:26]. (5) The product is: [F:1][C:2]1[CH:10]=[CH:9][C:8]([N:11]([CH3:20])[S:12]([C:15]2[S:16][CH:17]=[CH:18][CH:19]=2)(=[O:14])=[O:13])=[C:7]2[C:3]=1[CH:4]=[C:5]([C:24]([NH2:28])=[O:26])[N:6]2[CH2:21][O:22][CH3:23]. Given the reactants [F:1][C:2]1[CH:10]=[CH:9][C:8]([N:11]([CH3:20])[S:12]([C:15]2[S:16][CH:17]=[CH:18][CH:19]=2)(=[O:14])=[O:13])=[C:7]2[C:3]=1[CH:4]=[C:5]([C:24]([OH:26])=O)[N:6]2[CH2:21][O:22][CH3:23].C[N:28](C)C=O.Cl.CN(C)CCCN=C=NCC, predict the reaction product. (6) Given the reactants [CH2:1]([N:3]1[CH:7]=[C:6]([C:8]([OH:10])=O)[CH:5]=[N:4]1)[CH3:2].[C:11](Cl)(=O)C(Cl)=O.C[Si](C=[N+]=[N-])(C)C.[BrH:24], predict the reaction product. The product is: [Br:24][CH2:11][C:8]([C:6]1[CH:5]=[N:4][N:3]([CH2:1][CH3:2])[CH:7]=1)=[O:10]. (7) Given the reactants [Cl:1][C:2]1[CH:7]=[CH:6][C:5]([C:8]2[CH:9]=[C:10]([CH3:18])[C:11]3[N:12]([C:14](I)=[CH:15][N:16]=3)[CH:13]=2)=[CH:4][CH:3]=1.[CH3:19][Si:20]([C:23]#[CH:24])([CH3:22])[CH3:21], predict the reaction product. The product is: [Cl:1][C:2]1[CH:7]=[CH:6][C:5]([C:8]2[CH:9]=[C:10]([CH3:18])[C:11]3[N:12]([C:14]([C:24]#[C:23][Si:20]([CH3:22])([CH3:21])[CH3:19])=[CH:15][N:16]=3)[CH:13]=2)=[CH:4][CH:3]=1.